From a dataset of Full USPTO retrosynthesis dataset with 1.9M reactions from patents (1976-2016). Predict the reactants needed to synthesize the given product. (1) Given the product [CH3:13][N:14]1[CH2:20][CH2:19][CH2:18][N:17]([C:2]2[CH:11]=[C:10]3[C:5]([C:6](=[O:12])[NH:7][CH:8]=[N:9]3)=[CH:4][CH:3]=2)[CH2:16][CH2:15]1, predict the reactants needed to synthesize it. The reactants are: F[C:2]1[CH:11]=[C:10]2[C:5]([C:6](=[O:12])[NH:7][CH:8]=[N:9]2)=[CH:4][CH:3]=1.[CH3:13][N:14]1[CH2:20][CH2:19][CH2:18][NH:17][CH2:16][CH2:15]1. (2) The reactants are: [Cl:1][C:2]1[CH:7]=[C:6]([Cl:8])[CH:5]=[CH:4][C:3]=1[C:9]([C:11]1[C:12]([CH3:18])=[N:13][N:14]([CH3:17])[C:15]=1[OH:16])=[O:10].N12CCN(CC1)CC2.[C:27]1([S:37](Cl)(=[O:39])=[O:38])[CH:32]=[CH:31][CH:30]=[C:29]([S:33](Cl)(=[O:35])=[O:34])[CH:28]=1.[Cl:41][C:42]1[N:47]=[N:46][C:45]([O:48][C:49]2[C:54]([CH3:55])=[CH:53][CH:52]=[CH:51][C:50]=2[CH:56]2[CH2:58][CH2:57]2)=[C:44]([OH:59])[CH:43]=1. Given the product [C:27]1([S:37]([O:59][C:44]2[CH:43]=[C:42]([Cl:41])[N:47]=[N:46][C:45]=2[O:48][C:49]2[C:54]([CH3:55])=[CH:53][CH:52]=[CH:51][C:50]=2[CH:56]2[CH2:58][CH2:57]2)(=[O:39])=[O:38])[CH:32]=[CH:31][CH:30]=[C:29]([S:33]([O:16][C:15]2[N:14]([CH3:17])[N:13]=[C:12]([CH3:18])[C:11]=2[C:9](=[O:10])[C:3]2[CH:4]=[CH:5][C:6]([Cl:8])=[CH:7][C:2]=2[Cl:1])(=[O:34])=[O:35])[CH:28]=1, predict the reactants needed to synthesize it.